Dataset: Catalyst prediction with 721,799 reactions and 888 catalyst types from USPTO. Task: Predict which catalyst facilitates the given reaction. (1) Reactant: [C:1]1([N:7]2[C:11]3[N:12]=[C:13]4[CH2:20][NH:19][CH2:18][CH2:17][N:14]4[C:15](=[O:16])[C:10]=3[CH:9]=[N:8]2)[CH:6]=[CH:5][CH:4]=[CH:3][CH:2]=1.[CH2:21]=O.[Na]. Product: [CH3:21][N:19]1[CH2:18][CH2:17][N:14]2[C:15](=[O:16])[C:10]3[CH:9]=[N:8][N:7]([C:1]4[CH:6]=[CH:5][CH:4]=[CH:3][CH:2]=4)[C:11]=3[N:12]=[C:13]2[CH2:20]1. The catalyst class is: 4. (2) Reactant: CS(C)=O.C(Cl)(=O)C(Cl)=O.[OH:11][CH2:12][CH2:13][N:14]1[CH2:19][CH2:18][N:17]([C:20]([O:22][C:23]([CH3:26])([CH3:25])[CH3:24])=[O:21])[CH2:16][C@H:15]1[CH3:27].C(N(CC)CC)C. Product: [CH3:27][C@H:15]1[N:14]([CH2:13][CH:12]=[O:11])[CH2:19][CH2:18][N:17]([C:20]([O:22][C:23]([CH3:24])([CH3:26])[CH3:25])=[O:21])[CH2:16]1. The catalyst class is: 2. (3) Reactant: C(OC(O[CH2:8][CH3:9])CBr)C.Br.C(=O)(O)[O-].[Na+].[NH2:16][C:17]1[N:18]=[N:19][C:20]([Cl:23])=[CH:21][CH:22]=1. Product: [Cl:23][C:20]1[CH:21]=[CH:22][C:17]2[N:18]([CH:8]=[CH:9][N:16]=2)[N:19]=1. The catalyst class is: 32. (4) Reactant: [NH2:1][C:2]1[C:3]([N+:21]([O-])=O)=[C:4]([N:8]2[CH2:13][CH2:12][N:11]([C:14]([O:16][C:17]([CH3:20])([CH3:19])[CH3:18])=[O:15])[CH2:10][CH2:9]2)[CH:5]=[CH:6][CH:7]=1. Product: [NH2:21][C:3]1[C:2]([NH2:1])=[CH:7][CH:6]=[CH:5][C:4]=1[N:8]1[CH2:13][CH2:12][N:11]([C:14]([O:16][C:17]([CH3:20])([CH3:19])[CH3:18])=[O:15])[CH2:10][CH2:9]1. The catalyst class is: 29. (5) Reactant: Br[C:2]1[C:10]2[N:9]3[CH2:11][CH2:12][NH:13][C:14](=[O:15])[C:8]3=[C:7]([CH3:16])[C:6]=2[CH:5]=[C:4]([F:17])[CH:3]=1.[CH2:18](B(O)O)[CH:19]([CH3:21])[CH3:20].P([O-])([O-])([O-])=O.[K+].[K+].[K+].O. Product: [F:17][C:4]1[CH:3]=[C:2]([CH2:18][CH:19]([CH3:21])[CH3:20])[C:10]2[N:9]3[CH2:11][CH2:12][NH:13][C:14](=[O:15])[C:8]3=[C:7]([CH3:16])[C:6]=2[CH:5]=1. The catalyst class is: 109. (6) Reactant: [F:1][C:2]1[CH:3]=[C:4]([CH2:9][C:10]([NH:12][C@H:13]([C:15]([OH:17])=O)[CH3:14])=[O:11])[CH:5]=[C:6]([F:8])[CH:7]=1.[NH2:18][N:19]1[C:25](=[O:26])[CH:24]([CH2:27][CH2:28][CH2:29][CH2:30][C:31]2[CH:36]=[CH:35][CH:34]=[CH:33][CH:32]=2)[C:23]2[CH:37]=[CH:38][CH:39]=[CH:40][C:22]=2[C:21]2[CH:41]=[CH:42][CH:43]=[CH:44][C:20]1=2. Product: [F:8][C:6]1[CH:5]=[C:4]([CH2:9][C:10]([NH:12][C@H:13]([C:15]([NH:18][N:19]2[C:25](=[O:26])[CH:24]([CH2:27][CH2:28][CH2:29][CH2:30][C:31]3[CH:32]=[CH:33][CH:34]=[CH:35][CH:36]=3)[C:23]3[CH:37]=[CH:38][CH:39]=[CH:40][C:22]=3[C:21]3[CH:41]=[CH:42][CH:43]=[CH:44][C:20]2=3)=[O:17])[CH3:14])=[O:11])[CH:3]=[C:2]([F:1])[CH:7]=1. The catalyst class is: 254. (7) Product: [C:6]([NH:25][C@H:26]([CH2:29][CH3:30])[C@@H:27]([OH:28])[CH3:4])([C:13]1[CH:18]=[CH:17][CH:16]=[CH:15][CH:14]=1)([C:19]1[CH:20]=[CH:21][CH:22]=[CH:23][CH:24]=1)[C:7]1[CH:12]=[CH:11][CH:10]=[CH:9][CH:8]=1. The catalyst class is: 788. Reactant: S(C)C.[CH3:4][Li].[C:6]([NH:25][C@H:26]([CH2:29][CH3:30])[CH:27]=[O:28])([C:19]1[CH:24]=[CH:23][CH:22]=[CH:21][CH:20]=1)([C:13]1[CH:18]=[CH:17][CH:16]=[CH:15][CH:14]=1)[C:7]1[CH:12]=[CH:11][CH:10]=[CH:9][CH:8]=1.[NH4+].[Cl-].